Dataset: Reaction yield outcomes from USPTO patents with 853,638 reactions. Task: Predict the reaction yield, written as a fraction of the theoretical maximum amount of product (1.0 means a 100% yield; for example, 0.34 means a 34% yield). The reactants are [CH:1]([O:3][CH2:4][CH3:5])=[CH2:2].[Li]C(C)(C)C.[Br:11][C:12]1[CH:13]=[C:14]2[C:18](=[CH:19][CH:20]=1)[CH2:17][C:16]1([CH2:25][CH2:24][CH:23]([O:26][CH3:27])[CH2:22][CH2:21]1)[C:15]2=[N:28][S:29]([C:31]([CH3:34])([CH3:33])[CH3:32])=[O:30]. The catalyst is C1COCC1. The product is [Br:11][C:12]1[CH:13]=[C:14]2[C:18]([CH2:17][C:16]3([CH2:21][CH2:22][CH:23]([O:26][CH3:27])[CH2:24][CH2:25]3)[C:15]2([NH:28][S:29]([C:31]([CH3:34])([CH3:33])[CH3:32])=[O:30])[C:1]([O:3][CH2:4][CH3:5])=[CH2:2])=[CH:19][CH:20]=1. The yield is 0.890.